From a dataset of Forward reaction prediction with 1.9M reactions from USPTO patents (1976-2016). Predict the product of the given reaction. (1) Given the reactants [Si]([O:8][CH2:9][C@H:10]1[CH2:21][CH2:20][C:19]2[S:18][C:17]3[N:16]=[CH:15][N:14]=[C:13]([O:22][CH:23]4[CH2:28][CH2:27][C:26]([NH:30][C:31](=[O:37])[O:32][C:33]([CH3:36])([CH3:35])[CH3:34])([CH3:29])[CH2:25][CH2:24]4)[C:12]=3[C:11]1=2)(C(C)(C)C)(C)C.CCCC[N+](CCCC)(CCCC)CCCC.[F-], predict the reaction product. The product is: [OH:8][CH2:9][C@H:10]1[CH2:21][CH2:20][C:19]2[S:18][C:17]3[N:16]=[CH:15][N:14]=[C:13]([O:22][CH:23]4[CH2:24][CH2:25][C:26]([NH:30][C:31](=[O:37])[O:32][C:33]([CH3:36])([CH3:35])[CH3:34])([CH3:29])[CH2:27][CH2:28]4)[C:12]=3[C:11]1=2. (2) Given the reactants [BH4-].[Na+].[Cl:3][CH2:4][CH2:5][CH2:6][O:7][C:8]1[CH:9]=[CH:10][C:11]([N+:16]([O-:18])=[O:17])=[C:12]([CH:15]=1)[CH:13]=[O:14], predict the reaction product. The product is: [Cl:3][CH2:4][CH2:5][CH2:6][O:7][C:8]1[CH:9]=[CH:10][C:11]([N+:16]([O-:18])=[O:17])=[C:12]([CH2:13][OH:14])[CH:15]=1. (3) Given the reactants [O:1]1[CH2:6][CH2:5][CH2:4][CH2:3][CH:2]1[O:7][CH2:8][CH2:9][C:10]1[CH:11]=[C:12]([CH2:16][OH:17])[CH:13]=[CH:14][CH:15]=1.N1C=CC=CC=1.[C:24](OC(=O)C)(=[O:26])[CH3:25], predict the reaction product. The product is: [C:24]([O:17][CH2:16][C:12]1[CH:13]=[CH:14][CH:15]=[C:10]([CH2:9][CH2:8][O:7][CH:2]2[CH2:3][CH2:4][CH2:5][CH2:6][O:1]2)[CH:11]=1)(=[O:26])[CH3:25]. (4) Given the reactants [N:1]1([C:7](Cl)=[O:8])[CH2:6][CH2:5][O:4][CH2:3][CH2:2]1.[CH3:10][CH:11]([N:13]1[CH2:18][CH2:17][CH:16]([O:19][C:20]2[CH:25]=[CH:24][C:23]([CH:26]3[CH2:31][CH2:30][NH:29][CH2:28][CH2:27]3)=[CH:22][CH:21]=2)[CH2:15][CH2:14]1)[CH3:12].CCN(CC1C=CC=CC=1)CC.C=CC1C=CC=CC=1.C=CC1C=CC(C=C)=CC=1, predict the reaction product. The product is: [CH3:12][CH:11]([N:13]1[CH2:14][CH2:15][CH:16]([O:19][C:20]2[CH:25]=[CH:24][C:23]([CH:26]3[CH2:31][CH2:30][N:29]([C:7]([N:1]4[CH2:6][CH2:5][O:4][CH2:3][CH2:2]4)=[O:8])[CH2:28][CH2:27]3)=[CH:22][CH:21]=2)[CH2:17][CH2:18]1)[CH3:10]. (5) Given the reactants [C:1]([C:5]1[CH:6]=[C:7]([C:16]2[S:17][CH:18]=[C:19]([CH2:21][C:22](OCC)=[O:23])[N:20]=2)[CH:8]=[C:9]([C:12]([CH3:15])([CH3:14])[CH3:13])[C:10]=1[OH:11])([CH3:4])([CH3:3])[CH3:2].[H-].[Al+3].[Li+].[H-].[H-].[H-].O.[OH-].[Na+], predict the reaction product. The product is: [C:12]([C:9]1[CH:8]=[C:7]([C:16]2[S:17][CH:18]=[C:19]([CH2:21][CH2:22][OH:23])[N:20]=2)[CH:6]=[C:5]([C:1]([CH3:4])([CH3:3])[CH3:2])[C:10]=1[OH:11])([CH3:13])([CH3:14])[CH3:15]. (6) Given the reactants [CH3:1][C:2]([CH3:5])([O-])[CH3:3].[K+].O=C1C[N:10]([C:12]([O:14][CH2:15][C:16]2[CH:21]=[CH:20][CH:19]=[CH:18][CH:17]=2)=[O:13])C1, predict the reaction product. The product is: [CH2:1]=[C:2]1[CH2:5][N:10]([C:12]([O:14][CH2:15][C:16]2[CH:21]=[CH:20][CH:19]=[CH:18][CH:17]=2)=[O:13])[CH2:3]1. (7) Given the reactants [C:1]([O:5][C:6]([N:8]([CH2:31][C@@H:32]([C:34]1[CH:35]=[N:36][C:37]([Cl:40])=[CH:38][CH:39]=1)[OH:33])[CH2:9][CH2:10][CH2:11][C:12]1[CH:17]=[CH:16][C:15]([C:18]2[CH:23]=[CH:22][C:21]([C:24]([O:26]CC)=[O:25])=[CH:20][C:19]=2[O:29][CH3:30])=[CH:14][CH:13]=1)=[O:7])([CH3:4])([CH3:3])[CH3:2].[OH-].[Na+], predict the reaction product. The product is: [C:1]([O:5][C:6]([N:8]([CH2:31][C@@H:32]([C:34]1[CH:35]=[N:36][C:37]([Cl:40])=[CH:38][CH:39]=1)[OH:33])[CH2:9][CH2:10][CH2:11][C:12]1[CH:13]=[CH:14][C:15]([C:18]2[CH:23]=[CH:22][C:21]([C:24]([OH:26])=[O:25])=[CH:20][C:19]=2[O:29][CH3:30])=[CH:16][CH:17]=1)=[O:7])([CH3:4])([CH3:2])[CH3:3].